The task is: Predict the product of the given reaction.. This data is from Forward reaction prediction with 1.9M reactions from USPTO patents (1976-2016). (1) Given the reactants [CH2:1]([N:8]1[CH:13]=[CH:12][CH:11]=[C:10]([O:14]CC2C=CC=CC=2)[C:9]1=[O:22])[C:2]1[CH:7]=[CH:6][CH:5]=[CH:4][CH:3]=1, predict the reaction product. The product is: [CH2:1]([N:8]1[CH:13]=[CH:12][CH:11]=[C:10]([OH:14])[C:9]1=[O:22])[C:2]1[CH:3]=[CH:4][CH:5]=[CH:6][CH:7]=1. (2) Given the reactants [Cl:1][C:2]1[C:10]2[C:9]3[CH2:11][N:12]([CH2:21][CH2:22][N:23]4[CH2:28][CH2:27][CH2:26][CH2:25][CH2:24]4)[C:13](=[O:20])[C@H:14]([CH2:16][C:17]([OH:19])=O)[CH2:15][C:8]=3[CH:7]=[C:6]([Cl:29])[C:5]=2[NH:4][N:3]=1.C(N(CC)C(C)C)(C)C.CN(C(ON1N=NC2C=CC=CC1=2)=[N+](C)C)C.[B-](F)(F)(F)F.[NH:61]1[CH2:66][CH2:65][CH:64]([N:67]2[CH2:73][CH2:72][C:71]3[CH:74]=[CH:75][CH:76]=[CH:77][C:70]=3[NH:69][C:68]2=[O:78])[CH2:63][CH2:62]1, predict the reaction product. The product is: [Cl:1][C:2]1[C:10]2[C:9]3[CH2:11][N:12]([CH2:21][CH2:22][N:23]4[CH2:24][CH2:25][CH2:26][CH2:27][CH2:28]4)[C:13](=[O:20])[C@H:14]([CH2:16][C:17](=[O:19])[N:61]4[CH2:62][CH2:63][CH:64]([N:67]5[CH2:73][CH2:72][C:71]6[CH:74]=[CH:75][CH:76]=[CH:77][C:70]=6[NH:69][C:68]5=[O:78])[CH2:65][CH2:66]4)[CH2:15][C:8]=3[CH:7]=[C:6]([Cl:29])[C:5]=2[NH:4][N:3]=1. (3) Given the reactants Cl[C:2]1[NH:10][C:9]2[C:4](=[N:5][CH:6]=[CH:7][CH:8]=2)[C:3]=1[C:11]#[N:12].[CH3:13][N:14]1[CH2:19][CH2:18][NH:17][CH2:16][CH2:15]1, predict the reaction product. The product is: [CH3:13][N:14]1[CH2:19][CH2:18][N:17]([C:2]2[NH:10][C:9]3[C:4](=[N:5][CH:6]=[CH:7][CH:8]=3)[C:3]=2[C:11]#[N:12])[CH2:16][CH2:15]1.